Task: Predict the product of the given reaction.. Dataset: Forward reaction prediction with 1.9M reactions from USPTO patents (1976-2016) (1) Given the reactants [Cl:1][C:2]1[CH:7]=[CH:6][C:5]([C:8]2[CH:9]=[N:10][C:11]([C:14]3[CH2:15][CH2:16][N:17]([CH3:20])[CH2:18][CH:19]=3)=[N:12][CH:13]=2)=[CH:4][CH:3]=1.CO.C(O)(=O)C, predict the reaction product. The product is: [Cl:1][C:2]1[CH:7]=[CH:6][C:5]([C:8]2[CH:9]=[N:10][C:11]([CH:14]3[CH2:15][CH2:16][N:17]([CH3:20])[CH2:18][CH2:19]3)=[N:12][CH:13]=2)=[CH:4][CH:3]=1. (2) Given the reactants [CH3:1][O:2][C:3]1[CH:4]=[C:5]([CH:8]=[CH:9][C:10]=1[O:11][CH3:12])[CH:6]=O.[C:13]([O-])(=O)[CH3:14].[NH4+].[N+:18]([CH3:21])([O-:20])=[O:19].[C:22](O)(=O)[CH3:23], predict the reaction product. The product is: [CH3:12][O:11][C:10]1[CH:9]=[CH:8][C:5]([C@@H:6]2[CH2:14][CH:13]=[CH:23][CH2:22][C@H:21]2[N+:18]([O-:20])=[O:19])=[CH:4][C:3]=1[O:2][CH3:1].